From a dataset of M1 muscarinic receptor agonist screen with 61,833 compounds. Binary Classification. Given a drug SMILES string, predict its activity (active/inactive) in a high-throughput screening assay against a specified biological target. (1) The drug is O(c1ccc(cc1)c1ocnn1)c1n(nnn1)c1ccccc1. The result is 0 (inactive). (2) The drug is Fc1c(NC(=O)CCCC(O)=O)c(F)c(F)c(F)c1F. The result is 0 (inactive).